Dataset: Full USPTO retrosynthesis dataset with 1.9M reactions from patents (1976-2016). Task: Predict the reactants needed to synthesize the given product. Given the product [C:31]([OH:30])([C:18]([F:21])([F:20])[F:19])=[O:33].[CH3:31][O:30][C:27]1[N:26]=[C:25]([NH2:32])[C:24]([C:9]2[CH:17]=[C:16]([C:18]([F:19])([F:20])[F:21])[CH:15]=[C:14]3[C:10]=2[CH:11]=[N:12][NH:13]3)=[CH:29][N:28]=1, predict the reactants needed to synthesize it. The reactants are: CC1(C)C(C)(C)OB([C:9]2[CH:17]=[C:16]([C:18]([F:21])([F:20])[F:19])[CH:15]=[C:14]3[C:10]=2[CH:11]=[N:12][NH:13]3)O1.Br[C:24]1[C:25]([NH2:32])=[N:26][C:27]([O:30][CH3:31])=[N:28][CH:29]=1.[O:33]1CCOCC1.